From a dataset of Forward reaction prediction with 1.9M reactions from USPTO patents (1976-2016). Predict the product of the given reaction. (1) Given the reactants CC1C=CC(N)=CC=1N1C2N(N=C(C3C=NC=CC=3)C=2)C=C1.C(OC(N1CCN(C2C=C(C=C(S(F)(F)(F)(F)F)C=2)C(O)=O)CC1)=O)(C)(C)C.[CH3:51][C:52]1[CH:57]=[CH:56][C:55]([NH:58][C:59]([C:61]2[CH:62]=[C:63]([N:73]3[CH2:78][CH2:77][N:76](C(OC(C)(C)C)=O)[CH2:75][CH2:74]3)[CH:64]=[C:65]([S:67]([F:72])([F:71])([F:70])([F:69])[F:68])[CH:66]=2)=[O:60])=[CH:54][C:53]=1[N:86]1[C:93]2[N:89]([N:90]=[C:91]([C:94]3[CH:95]=[N:96][CH:97]=[CH:98][CH:99]=3)[CH:92]=2)[CH:88]=[CH:87]1.Cl, predict the reaction product. The product is: [CH3:51][C:52]1[CH:57]=[CH:56][C:55]([NH:58][C:59](=[O:60])[C:61]2[CH:62]=[C:63]([N:73]3[CH2:74][CH2:75][NH:76][CH2:77][CH2:78]3)[CH:64]=[C:65]([S:67]([F:71])([F:70])([F:69])([F:72])[F:68])[CH:66]=2)=[CH:54][C:53]=1[N:86]1[C:93]2[N:89]([N:90]=[C:91]([C:94]3[CH:95]=[N:96][CH:97]=[CH:98][CH:99]=3)[CH:92]=2)[CH:88]=[CH:87]1. (2) Given the reactants C(OCl)(C)(C)C.[N:7]1([CH:13]([C:17]2[CH:21]=[CH:20][S:19][CH:18]=2)[C:14]([OH:16])=O)[CH2:12][CH2:11][CH2:10][CH2:9][CH2:8]1.[NH2:22][C:23]1[CH:24]=[C:25]2[C:29](=[CH:30][CH:31]=1)[NH:28][N:27]=[CH:26]2, predict the reaction product. The product is: [NH:28]1[C:29]2[C:25](=[CH:24][C:23]([NH:22][C:14](=[O:16])[CH:13]([N:7]3[CH2:8][CH2:9][CH2:10][CH2:11][CH2:12]3)[C:17]3[CH:21]=[CH:20][S:19][CH:18]=3)=[CH:31][CH:30]=2)[CH:26]=[N:27]1. (3) The product is: [F:19][C:2]([F:1])([F:18])[C:3]1[CH:4]=[C:5]([C:13]2[N:17]=[CH:16][N:15]([CH2:28][C:24](=[CH2:23])[C:25]([OH:27])=[O:26])[N:14]=2)[CH:6]=[C:7]([C:9]([F:10])([F:12])[F:11])[CH:8]=1. Given the reactants [F:1][C:2]([F:19])([F:18])[C:3]1[CH:4]=[C:5]([C:13]2[N:17]=[CH:16][NH:15][N:14]=2)[CH:6]=[C:7]([C:9]([F:12])([F:11])[F:10])[CH:8]=1.[H-].[Na+].Br[CH2:23][C:24](=[CH2:28])[C:25]([OH:27])=[O:26].O, predict the reaction product. (4) Given the reactants C1C(=O)N([Br:8])C(=O)C1.[CH:9]1([C@H:13]([NH:15][C:16]2[C:21]3[N:22]([CH2:25][C:26]4[CH:31]=[CH:30][C:29]([C:32]([F:35])([F:34])[F:33])=[CH:28][CH:27]=4)[CH:23]=[N:24][C:20]=3[CH:19]=[C:18]([C:36]#[N:37])[N:17]=2)[CH3:14])[CH2:12][CH2:11][CH2:10]1, predict the reaction product. The product is: [Br:8][C:19]1[C:20]2[N:24]=[CH:23][N:22]([CH2:25][C:26]3[CH:27]=[CH:28][C:29]([C:32]([F:35])([F:34])[F:33])=[CH:30][CH:31]=3)[C:21]=2[C:16]([NH:15][C@@H:13]([CH:9]2[CH2:12][CH2:11][CH2:10]2)[CH3:14])=[N:17][C:18]=1[C:36]#[N:37]. (5) The product is: [C:19]1([C:18]#[C:17][C:2]2[CH2:3][O:4][C:5]3([CH2:11][CH2:10][N:9]([C:12]([O:14][CH2:15][CH3:16])=[O:13])[CH2:8][CH2:7]3)[CH:6]=2)[CH:24]=[CH:23][CH:22]=[CH:21][CH:20]=1. Given the reactants O[C:2]1([C:17]#[C:18][C:19]2[CH:24]=[CH:23][CH:22]=[CH:21][CH:20]=2)[CH2:6][C:5]2([CH2:11][CH2:10][N:9]([C:12]([O:14][CH2:15][CH3:16])=[O:13])[CH2:8][CH2:7]2)[O:4][CH2:3]1.S(Cl)(Cl)=O.O.Cl, predict the reaction product.